This data is from Forward reaction prediction with 1.9M reactions from USPTO patents (1976-2016). The task is: Predict the product of the given reaction. (1) Given the reactants C(=O)([O-])[O-:2].[Cs+].[Cs+].[O:7]1[C:9]2([CH2:14][CH2:13][N:12]([C:15]([O:17][C:18]([CH3:21])([CH3:20])[CH3:19])=[O:16])[CH2:11][CH2:10]2)[CH2:8]1.[CH:22]1[CH:31]=[C:30]2[N:24]([CH:25]=[N:26][NH:27][C:28]2=O)[CH:23]=1.CN(C=O)C, predict the reaction product. The product is: [OH:7][C:9]1([CH2:8][N:24]2[C:23](=[O:2])[C:22]3=[CH:31][CH:30]=[CH:28][N:27]3[N:26]=[CH:25]2)[CH2:14][CH2:13][N:12]([C:15]([O:17][C:18]([CH3:21])([CH3:20])[CH3:19])=[O:16])[CH2:11][CH2:10]1. (2) Given the reactants [Br:1][C:2]1[C:10]2[C:9]([N:11]3[CH2:16][CH2:15][CH:14]([NH:17][C:18](=[O:25])[C:19]4[CH:24]=[CH:23][CH:22]=[CH:21][CH:20]=4)[CH2:13][CH2:12]3)=[N:8][CH:7]=[N:6][C:5]=2[N:4](S(C2C=CC=CC=2)(=O)=O)[CH:3]=1.O1CCCC1.C(=O)([O-])[O-].[Cs+].[Cs+], predict the reaction product. The product is: [Br:1][C:2]1[C:10]2[C:9]([N:11]3[CH2:16][CH2:15][CH:14]([NH:17][C:18](=[O:25])[C:19]4[CH:24]=[CH:23][CH:22]=[CH:21][CH:20]=4)[CH2:13][CH2:12]3)=[N:8][CH:7]=[N:6][C:5]=2[NH:4][CH:3]=1. (3) Given the reactants Cl[C:2]([O:4][C:5]1[CH:10]=[CH:9][C:8]([N+:11]([O-:13])=[O:12])=[CH:7][CH:6]=1)=[O:3].[Si:14]([O:21][CH2:22][CH2:23][CH2:24][CH2:25][OH:26])([C:17]([CH3:20])([CH3:19])[CH3:18])([CH3:16])[CH3:15].C(N(CC)CC)C.C(=O)([O-])O.[Na+], predict the reaction product. The product is: [C:2](=[O:3])([O:4][C:5]1[CH:6]=[CH:7][C:8]([N+:11]([O-:13])=[O:12])=[CH:9][CH:10]=1)[O:26][CH2:25][CH2:24][CH2:23][CH2:22][O:21][Si:14]([C:17]([CH3:19])([CH3:20])[CH3:18])([CH3:16])[CH3:15]. (4) Given the reactants [CH3:1][O:2][C:3]1[N:8]=[CH:7][C:6]([CH2:9][OH:10])=[CH:5][CH:4]=1, predict the reaction product. The product is: [CH3:1][O:2][C:3]1[CH:4]=[CH:5][C:6]([CH:9]=[O:10])=[CH:7][N:8]=1. (5) Given the reactants CS(C)=O.[CH3:5][C:6]([C@@H:11]1[CH2:16][CH2:15][O:14][C:13]([CH3:18])([CH3:17])[O:12]1)([CH:8]([OH:10])[CH3:9])[CH3:7].C(Cl)(=O)C(Cl)=O.C(N(CC)CC)C, predict the reaction product. The product is: [CH3:7][C:6]([C@@H:11]1[CH2:16][CH2:15][O:14][C:13]([CH3:18])([CH3:17])[O:12]1)([C:8](=[O:10])[CH3:9])[CH3:5].